This data is from Forward reaction prediction with 1.9M reactions from USPTO patents (1976-2016). The task is: Predict the product of the given reaction. (1) Given the reactants Br[C:2]1[CH:7]=[CH:6][CH:5]=[CH:4][C:3]=1[S:8]([NH:11]CC)(=[O:10])=[O:9].[CH3:14][NH:15][C:16]1[C:25]2[C:20](=[CH:21][C:22]([Sn](CCCC)(CCCC)CCCC)=[CH:23][CH:24]=2)[N:19]=[C:18]([NH2:39])[N:17]=1, predict the reaction product. The product is: [NH2:39][C:18]1[N:17]=[C:16]([NH:15][CH3:14])[C:25]2[C:20](=[CH:21][C:22]([C:2]3[CH:7]=[CH:6][CH:5]=[CH:4][C:3]=3[S:8]([NH2:11])(=[O:9])=[O:10])=[CH:23][CH:24]=2)[N:19]=1. (2) Given the reactants BrC1C=CC(O)=C([C:8]2[CH:17]=[CH:16][C:15]3[C:10](=[CH:11][CH:12]=[C:13]([C:18]4[N:22]([CH:23]5[CH2:28][CH2:27][CH2:26][CH2:25][CH2:24]5)[C:21]5[CH:29]=[CH:30][C:31]([C:33]([OH:35])=[O:34])=[CH:32][C:20]=5[N:19]=4)[CH:14]=3)[N:9]=2)C=1.[C:37]1([N:43]2[CH:47]=[C:46](C(=O)C)[CH:45]=[N:44]2)[CH:42]=[CH:41][CH:40]=[CH:39][CH:38]=1.[OH-].[K+], predict the reaction product. The product is: [CH:23]1([N:22]2[C:21]3[CH:20]=[CH:32][C:31]([C:33]([OH:35])=[O:34])=[CH:30][C:29]=3[N:19]=[C:18]2[C:13]2[CH:14]=[C:15]3[C:10](=[CH:11][CH:12]=2)[N:9]=[C:8]([C:46]2[CH:45]=[N:44][N:43]([C:37]4[CH:38]=[CH:39][CH:40]=[CH:41][CH:42]=4)[CH:47]=2)[CH:17]=[CH:16]3)[CH2:24][CH2:25][CH2:26][CH2:27][CH2:28]1.